Dataset: Experimentally validated miRNA-target interactions with 360,000+ pairs, plus equal number of negative samples. Task: Binary Classification. Given a miRNA mature sequence and a target amino acid sequence, predict their likelihood of interaction. (1) The miRNA is hsa-miR-4784 with sequence UGAGGAGAUGCUGGGACUGA. The protein sequence of the target gene is MVSSAQMGFNLQALLEQLSQDELSKFKYLITTFSLAHELQKIPHKEVDKADGKQLVEILTTHCDSYWVEMASLQVFEKMHRMDLSERAKDEVREAALKSFNKRKPLSLGITRKERPPLDVDEMLERFKTEAQAFTETKGNVICLGKEVFKGKKPDKDNRCRYILKTKFREMWKSWPGDSKEVQVMAERYKMLIPFSNPRVLPGPFSYTVVLYGPAGLGKTTLAQKLMLDWAEDNLIHKFKYAFYLSCRELSRLGPCSFAELVFRDWPELQDDIPHILAQARKILFVIDGFDELGAAPGAL.... Result: 1 (interaction). (2) The miRNA is cel-miR-1-3p with sequence UGGAAUGUAAAGAAGUAUGUA. The protein sequence of the target gene is MASPSGKGSWTPEAPGFGPRALARDLVDSVDDAEGLYVAVERCPLCNTTRRRLTCAKCVQSGDFVYFDGRDRERFIDKKERLSQLKNKQEEFQKEVLKAMEGKRLTDQLRWKIMSCKMRIEQLKQTICKGNEEMKKNSEGLLKNKEKNQKLYSRAQRHQEKKEKIQRHNRKLGDLVEKKTIDLKSHYERLARLRRSHILELTSIIFPIDEVKTSGRDPADVSSETDSAMTSSMVSKLAEARRTTYLSGRWVCDDHNGDTSISITGPWISLPNNGDYSAYYNWVEEKKTTQGPDMEHNNPA.... Result: 0 (no interaction). (3) The miRNA is mmu-miR-6999-5p with sequence AAGGAAGGAGAGUCAGCAAGCAC. The protein sequence of the target gene is MALVPCQVLRMAILLSYCSILCNYKAIEMPSHQTYGGSWKFLTFIDLVIQAVFFGICVLTDLSSLLTRGSGNQEQERQLKKLISLRDWMLAVLAFPVGVFVVAVFWIIYAYDREMIYPKLLDNFIPGWLNHGMHTTVLPFILIEMRTSHHQYPSRSSGLTAICTFSVGYILWVCWVHHVTGMWVYPFLEHIGPGARIIFFGSTTILMNFLYLLGEVLNNYIWDTQKSMEEEKEKPKLE. Result: 0 (no interaction). (4) The miRNA is hsa-miR-6069 with sequence GGGCUAGGGCCUGCUGCCCCC. The protein sequence of the target gene is MHSMEVGLVPAPAREPRLTRWLRRGSGILAHLIALGFTIFLTVLSRPGTSLFSWHPVFMALAFCLCMAEAILLFSPEHSLFFFCSRKTRIRLHWAGQTMAILCAVLGLGFIISSKIRSEMSHLVSWHSWIGALTLLATGGQALCGLCLLCPRAARVSRVARLKLYHLTCGLVVYLMATVTVLLGMYSVWFQAQIKGTAWYLCLGLPLYPALVIMHQISSSYLPRKKVEI. Result: 0 (no interaction). (5) The miRNA is mmu-miR-3102-5p with sequence GUGAGUGGCCAGGGUGGGGCUG. The protein sequence of the target gene is MLLLLLLLLLWGIKGVEGQNPQEVFTLNVERKVVVQEGLCVLVPCNFSYLKKRLTDWTDSDPVHGFWYREGTDRRKDSIVATNNPIRKAVKETRNRFFLLGDPWRNDCSLNIREIRKKDAGLYFFRLERGKTKYNYMWDKMTLVVTALTNTPQILLPETLEAGHPSNLTCSVPWDCGWTAPPIFSWTGTSVSFLSTNTTGSSVLTITPQPQDHGTNLTCQVTLPGTNVSTRMTIRLNVSYAPKNLTVTIYQGADSVSTILKNGSSLPISEGQSLRLICSTDSYPPANLSWSWDNLTLCPS.... Result: 1 (interaction). (6) The miRNA is hsa-miR-615-5p with sequence GGGGGUCCCCGGUGCUCGGAUC. The protein sequence of the target gene is MALPFRKDLGDYKDLDEDELLGKLSESELKQLETVLDDLDPENALLPAGFRQKNQTSKSATGPFDRERLLSYLEKQALEHKDRDDYVPYTGEKKGKIFIPKQKPAQTLTEETISLDPELEEALTSASDTELCDLAAILGMHNLIADTPFCDVLGSSNGVNQERFPNVVKGEKILPVFDEPPNPTNVEESLKRIRENDARLVEVNLNNIKNIPIPTLKDFAKTLEANTHVKHFSLAATRSNDPVAVAFADMLKVNKTLKSLNMESNFITGAGVLALIDALRDNETLMELKIDNQRQQLGTS.... Result: 0 (no interaction).